This data is from Reaction yield outcomes from USPTO patents with 853,638 reactions. The task is: Predict the reaction yield, written as a fraction of the theoretical maximum amount of product (1.0 means a 100% yield; for example, 0.34 means a 34% yield). The reactants are Cl.Cl.[NH2:3][C@H:4]1[CH:9]2[CH2:10][CH2:11][N:6]([CH2:7][CH2:8]2)[CH2:5]1.[H-].[Na+].[Cl:14][C:15]1[CH:16]=[C:17]2[C:21](=[C:22]([C:24]([O:26][CH3:27])=[O:25])[CH:23]=1)[N:20]([CH2:28]C=O)[CH:19]=[C:18]2[CH3:31].C(O[BH-](OC(=O)C)OC(=O)C)(=O)C.[Na+]. The yield is 1.00. The product is [Cl:14][C:15]1[CH:16]=[C:17]2[C:21](=[C:22]([C:24]([O:26][CH3:27])=[O:25])[CH:23]=1)[N:20]([CH2:28][NH:3][C@H:4]1[CH:9]3[CH2:10][CH2:11][N:6]([CH2:7][CH2:8]3)[CH2:5]1)[CH:19]=[C:18]2[CH3:31]. The catalyst is C(Cl)Cl.C(O)(=O)C.